From a dataset of Forward reaction prediction with 1.9M reactions from USPTO patents (1976-2016). Predict the product of the given reaction. Given the reactants [F:1][C:2]1[CH:3]=[C:4]([C@H:8]2[CH2:12][CH2:11][CH2:10][N:9]2[C:13]2[CH:18]=[CH:17][N:16]3[N:19]=[CH:20][C:21]([NH2:22])=[C:15]3[N:14]=2)[CH:5]=[CH:6][CH:7]=1.[CH3:23][C:24]1[N:25]=[CH:26][C:27]([C:30](O)=[O:31])=[N:28][CH:29]=1.CN(C(ON1N=NC2C=CC=NC1=2)=[N+](C)C)C.F[P-](F)(F)(F)(F)F.CCN(C(C)C)C(C)C, predict the reaction product. The product is: [F:1][C:2]1[CH:3]=[C:4]([C@H:8]2[CH2:12][CH2:11][CH2:10][N:9]2[C:13]2[CH:18]=[CH:17][N:16]3[N:19]=[CH:20][C:21]([NH:22][C:30]([C:27]4[CH:26]=[N:25][C:24]([CH3:23])=[CH:29][N:28]=4)=[O:31])=[C:15]3[N:14]=2)[CH:5]=[CH:6][CH:7]=1.